From a dataset of Catalyst prediction with 721,799 reactions and 888 catalyst types from USPTO. Predict which catalyst facilitates the given reaction. (1) Reactant: [Br:1][C:2]1[CH:7]=[CH:6][C:5]([C:8]2[CH:12]=[CH:11][NH:10][N:9]=2)=[CH:4][CH:3]=1.[H-].[Na+].Cl[CH2:16][O:17][CH2:18][CH2:19][Si:20]([CH3:23])([CH3:22])[CH3:21].O. Product: [Br:1][C:2]1[CH:3]=[CH:4][C:5]([C:8]2[CH:12]=[CH:11][N:10]([CH2:16][O:17][CH2:18][CH2:19][Si:20]([CH3:23])([CH3:22])[CH3:21])[N:9]=2)=[CH:6][CH:7]=1. The catalyst class is: 3. (2) Reactant: F[C:2]1[CH:3]=[CH:4][C:5]([N+:10]([O-:12])=[O:11])=[C:6]([CH:9]=1)[C:7]#[N:8].[F:13][C:14]1[CH:15]=[C:16]([CH2:21][OH:22])[CH:17]=[C:18]([F:20])[CH:19]=1.C(=O)([O-])[O-].[Cs+].[Cs+].O. Product: [F:13][C:14]1[CH:15]=[C:16]([CH:17]=[C:18]([F:20])[CH:19]=1)[CH2:21][O:22][C:2]1[CH:3]=[CH:4][C:5]([N+:10]([O-:12])=[O:11])=[C:6]([CH:9]=1)[C:7]#[N:8]. The catalyst class is: 3. (3) Reactant: [Cl:1][C:2]1[C:3]2[NH:10][CH:9]=[CH:8][C:4]=2[N:5]=[CH:6][N:7]=1.Cl[CH2:12][C:13]#[C:14][CH2:15][NH:16][C:17](=[O:23])[O:18][C:19]([CH3:22])([CH3:21])[CH3:20].C(=O)([O-])[O-].[Cs+].[Cs+].CN(C)C=O. Product: [Cl:1][C:2]1[C:3]2[N:10]([CH2:12][C:13]#[C:14][CH2:15][NH:16][C:17](=[O:23])[O:18][C:19]([CH3:22])([CH3:21])[CH3:20])[CH:9]=[CH:8][C:4]=2[N:5]=[CH:6][N:7]=1. The catalyst class is: 6. (4) Reactant: [C:1]([CH2:3]P(=O)(OCC)OCC)#[N:2].[Li+].[Br-].[F:14][CH:15]1[CH2:20][CH2:19][CH2:18][CH2:17][C:16]1=O. Product: [F:14][CH:15]1[CH2:20][CH2:19][CH2:18][CH2:17][C:16]1=[CH:3][C:1]#[N:2]. The catalyst class is: 20. (5) The catalyst class is: 6. Product: [CH2:38]([C:40]1[S:41][CH:42]=[C:43](/[CH:45]=[CH:24]\[C:23]2[C:19]([O:18][CH2:17][C:16]3[CH:32]=[CH:33][C:13]([O:12][CH2:11][C:9]4[N:10]=[C:6]([C:2]5[O:1][CH:5]=[CH:4][CH:3]=5)[O:7][C:8]=4[CH3:36])=[C:14]([O:34][CH3:35])[CH:15]=3)=[N:20][N:21]([C:26]3[CH:31]=[CH:30][CH:29]=[CH:28][CH:27]=3)[CH:22]=2)[N:44]=1)[CH3:39]. Reactant: [O:1]1[CH:5]=[CH:4][CH:3]=[C:2]1[C:6]1[O:7][C:8]([CH3:36])=[C:9]([CH2:11][O:12][C:13]2[CH:33]=[CH:32][C:16]([CH2:17][O:18][C:19]3[C:23]([CH:24]=O)=[CH:22][N:21]([C:26]4[CH:31]=[CH:30][CH:29]=[CH:28][CH:27]=4)[N:20]=3)=[CH:15][C:14]=2[O:34][CH3:35])[N:10]=1.[Cl-].[CH2:38]([C:40]1[S:41][CH:42]=[C:43]([CH2:45][P+](C2C=CC=CC=2)(C2C=CC=CC=2)C2C=CC=CC=2)[N:44]=1)[CH3:39].C(=O)([O-])[O-].[K+].[K+].CN(C)C=O. (6) Reactant: [CH2:1]([N:3]1[C:8]2[N:9]=[C:10]([S:13][CH3:14])[N:11]=[CH:12][C:7]=2[CH:6]=[C:5]([C:15]2[CH:20]=[CH:19][C:18]([S:21]([N:24]3[CH2:28][CH2:27][CH2:26][CH2:25]3)(=[O:23])=[O:22])=[CH:17][C:16]=2[CH3:29])[C:4]1=[O:30])[CH3:2].C1C=C(Cl)C=C(C(OO)=[O:39])C=1. Product: [CH2:1]([N:3]1[C:8]2[N:9]=[C:10]([S:13]([CH3:14])=[O:39])[N:11]=[CH:12][C:7]=2[CH:6]=[C:5]([C:15]2[CH:20]=[CH:19][C:18]([S:21]([N:24]3[CH2:28][CH2:27][CH2:26][CH2:25]3)(=[O:23])=[O:22])=[CH:17][C:16]=2[CH3:29])[C:4]1=[O:30])[CH3:2]. The catalyst class is: 2. (7) Reactant: [PH2](O)=O.C(N1CCCCC1)C.[CH2:12]=[CH:13][S:14]([O:17][C:18]1[C:23]([F:24])=[C:22]([F:25])[C:21]([F:26])=[C:20]([F:27])[C:19]=1[F:28])(=[O:16])=[O:15].I[CH2:30][CH:31]1[CH2:36][CH2:35][CH2:34][CH2:33][N:32]1[S:37]([C:40]1[C:45]([CH3:46])=[CH:44][C:43]([O:47][CH3:48])=[CH:42][C:41]=1[CH3:49])(=[O:39])=[O:38].C(B(CC)CC)C. Product: [CH3:48][O:47][C:43]1[CH:44]=[C:45]([CH3:46])[C:40]([S:37]([N:32]2[CH2:33][CH2:34][CH2:35][CH2:36][CH:31]2[CH2:30][CH2:12][CH2:13][S:14]([O:17][C:18]2[C:19]([F:28])=[C:20]([F:27])[C:21]([F:26])=[C:22]([F:25])[C:23]=2[F:24])(=[O:16])=[O:15])(=[O:38])=[O:39])=[C:41]([CH3:49])[CH:42]=1. The catalyst class is: 2. (8) Reactant: [Cl:1][C:2]1[CH:3]=[C:4]([C:8]2[O:12][N:11]=[C:10]([CH2:13]OS(C)(=O)=O)[CH:9]=2)[CH:5]=[CH:6][CH:7]=1.[H-].[Na+].[CH3:21][S:22][C:23]1[NH:24][CH2:25][CH2:26][CH2:27][N:28]=1.O. Product: [Cl:1][C:2]1[CH:3]=[C:4]([C:8]2[O:12][N:11]=[C:10]([CH2:13][N:28]3[CH2:27][CH2:26][CH2:25][N:24]=[C:23]3[S:22][CH3:21])[CH:9]=2)[CH:5]=[CH:6][CH:7]=1. The catalyst class is: 3.